Dataset: Forward reaction prediction with 1.9M reactions from USPTO patents (1976-2016). Task: Predict the product of the given reaction. (1) The product is: [NH2:9][C:7]([C:5]1[N:6]=[C:2]([Cl:1])[S:3][C:4]=1[C:19]([O:21][CH2:22][CH:23]=[CH2:24])=[O:20])=[O:8]. Given the reactants [Cl:1][C:2]1[S:3][C:4]([C:19]([O:21][CH2:22][CH:23]=[CH2:24])=[O:20])=[C:5]([C:7]([NH:9]C(C)(C2C=CC=CC=2)C)=[O:8])[N:6]=1, predict the reaction product. (2) Given the reactants [CH3:1][C:2]1([CH3:20])[O:7][CH2:6][C:5]([C:8]([O:10][CH3:11])=[O:9])=[C:4](OS(C(F)(F)F)(=O)=O)[CH2:3]1.[Cl:21][C:22]1[CH:27]=[CH:26][C:25](B(O)O)=[CH:24][CH:23]=1.C([O-])([O-])=O.[Na+].[Na+], predict the reaction product. The product is: [Cl:21][C:22]1[CH:27]=[CH:26][C:25]([C:4]2[CH2:3][C:2]([CH3:20])([CH3:1])[O:7][CH2:6][C:5]=2[C:8]([O:10][CH3:11])=[O:9])=[CH:24][CH:23]=1.